This data is from Full USPTO retrosynthesis dataset with 1.9M reactions from patents (1976-2016). The task is: Predict the reactants needed to synthesize the given product. Given the product [CH3:20][C:21]([NH:25][C:7](=[O:9])[C:6]1[CH:10]=[C:11]([C:14]([F:17])([F:16])[F:15])[CH:12]=[N:13][C:5]=1[NH:4][CH2:3][C:2]([F:1])([F:19])[F:18])([C:23]#[CH:24])[CH3:22], predict the reactants needed to synthesize it. The reactants are: [F:1][C:2]([F:19])([F:18])[CH2:3][NH:4][C:5]1[N:13]=[CH:12][C:11]([C:14]([F:17])([F:16])[F:15])=[CH:10][C:6]=1[C:7]([OH:9])=O.[CH3:20][C:21]([NH2:25])([C:23]#[CH:24])[CH3:22].CCN=C=NCCCN(C)C.CCN(C(C)C)C(C)C.C1C=CC2N(O)N=NC=2C=1.